Dataset: Peptide-MHC class I binding affinity with 185,985 pairs from IEDB/IMGT. Task: Regression. Given a peptide amino acid sequence and an MHC pseudo amino acid sequence, predict their binding affinity value. This is MHC class I binding data. (1) The peptide sequence is LAVFPAMFW. The binding affinity (normalized) is 0.0847. The MHC is HLA-A69:01 with pseudo-sequence HLA-A69:01. (2) The binding affinity (normalized) is 0.369. The peptide sequence is METQTSTWFGF. The MHC is Mamu-B52 with pseudo-sequence Mamu-B52. (3) The peptide sequence is SLLKTHRMCK. The MHC is HLA-A31:01 with pseudo-sequence HLA-A31:01. The binding affinity (normalized) is 0.435.